Dataset: Forward reaction prediction with 1.9M reactions from USPTO patents (1976-2016). Task: Predict the product of the given reaction. (1) Given the reactants [NH2:1][C@@H:2]([CH2:6][C:7]1[CH:12]=[CH:11][C:10]([OH:13])=[C:9]([OH:14])[CH:8]=1)[C:3]([OH:5])=[O:4].S(=O)(=O)(O)O.[CH2:20]=O, predict the reaction product. The product is: [OH:14][C:9]1[CH:8]=[C:7]2[C:12](=[CH:11][C:10]=1[OH:13])[CH2:20][NH:1][C@H:2]([C:3]([OH:5])=[O:4])[CH2:6]2. (2) Given the reactants [C:1](Cl)(=O)[C:2]([Cl:4])=[O:3].[Cl:7][C:8]1[N:13]=[CH:12][N:11]=[C:10]([O:14][C:15]2[CH:16]=[C:17]3[C:22](=[CH:23][CH:24]=2)C(C(O)=O)=[N:20][CH:19]=[CH:18]3)[CH:9]=1.CN(C=O)C, predict the reaction product. The product is: [Cl:7][C:8]1[N:13]=[CH:12][N:11]=[C:10]([O:14][C:15]2[CH:16]=[C:17]3[C:22](=[CH:23][CH:24]=2)[C:1]([C:2]([Cl:4])=[O:3])=[N:20][CH:19]=[CH:18]3)[CH:9]=1. (3) Given the reactants [OH:1][CH:2]([C:6]1[CH:11]=[CH:10][C:9]([C:12]2[N:16]=[C:15]([C:17]3[O:21][N:20]=[C:19]([C:22]4[CH:27]=[CH:26][CH:25]=[CH:24][CH:23]=4)[C:18]=3[C:28]([F:31])([F:30])[F:29])[O:14][N:13]=2)=[CH:8][CH:7]=1)[C:3](O)=[O:4].[NH2:32][CH2:33][C:34]([NH:36][CH3:37])=[O:35].CN1CCOCC1.CN(C(ON1N=NC2C=CC=NC1=2)=[N+](C)C)C.F[P-](F)(F)(F)(F)F, predict the reaction product. The product is: [OH:1][CH:2]([C:6]1[CH:7]=[CH:8][C:9]([C:12]2[N:16]=[C:15]([C:17]3[O:21][N:20]=[C:19]([C:22]4[CH:23]=[CH:24][CH:25]=[CH:26][CH:27]=4)[C:18]=3[C:28]([F:31])([F:29])[F:30])[O:14][N:13]=2)=[CH:10][CH:11]=1)[C:3]([NH:32][CH2:33][C:34]([NH:36][CH3:37])=[O:35])=[O:4]. (4) Given the reactants [I:1][C:2]1[CH:7]=[CH:6][C:5]([CH2:8][CH2:9][CH2:10][C:11]([OH:13])=[O:12])=[CH:4][CH:3]=1.S(=O)(=O)(O)O.[CH3:19]O, predict the reaction product. The product is: [I:1][C:2]1[CH:3]=[CH:4][C:5]([CH2:8][CH2:9][CH2:10][C:11]([O:13][CH3:19])=[O:12])=[CH:6][CH:7]=1. (5) Given the reactants FC(F)(F)C(O)=O.C(OC([N:15]1[CH2:20][CH2:19][CH:18]([CH2:21][CH2:22][O:23][C:24]2[CH:29]=[CH:28][C:27]([O:30][C:31]([F:34])([F:33])[F:32])=[CH:26][CH:25]=2)[CH2:17][CH2:16]1)=O)(C)(C)C, predict the reaction product. The product is: [F:33][C:31]([F:32])([F:34])[O:30][C:27]1[CH:26]=[CH:25][C:24]([O:23][CH2:22][CH2:21][CH:18]2[CH2:17][CH2:16][NH:15][CH2:20][CH2:19]2)=[CH:29][CH:28]=1.